From a dataset of Forward reaction prediction with 1.9M reactions from USPTO patents (1976-2016). Predict the product of the given reaction. (1) Given the reactants [C:1]([C:4]1[S:8][C:7]([NH2:9])=[N:6][C:5]=1[CH3:10])(=[O:3])[CH3:2].[Cl:11][C:12]1[C:13]([CH3:22])=[C:14]([S:18](Cl)(=[O:20])=[O:19])[CH:15]=[CH:16][CH:17]=1, predict the reaction product. The product is: [C:1]([C:4]1[S:8][C:7]([NH:9][S:18]([C:14]2[CH:15]=[CH:16][CH:17]=[C:12]([Cl:11])[C:13]=2[CH3:22])(=[O:19])=[O:20])=[N:6][C:5]=1[CH3:10])(=[O:3])[CH3:2]. (2) Given the reactants [O:1]=[O+][O-].[F:4][C:5]1[C:14]([CH:15]=C)=[N:13][CH:12]=[CH:11][C:6]=1[C:7]([O:9][CH3:10])=[O:8].C1(P(C2C=CC=CC=2)C2C=CC=CC=2)C=CC=CC=1, predict the reaction product. The product is: [F:4][C:5]1[C:14]([CH:15]=[O:1])=[N:13][CH:12]=[CH:11][C:6]=1[C:7]([O:9][CH3:10])=[O:8]. (3) Given the reactants [Br:1][C:2]1[CH:3]=[C:4]([N+:19]([O-])=O)[CH:5]=[C:6]2[C:11]=1[N:10]=[CH:9][C:8]([C:12]#[N:13])=[C:7]2[NH:14][C:15]([CH3:18])([CH3:17])[CH3:16].[NH4+].[Cl-].[N+](C1C=CC2C(=CC=CC=2)N=1)([O-])=O.NC1C=CC=CC=1.C([O-])(O)=O.[Na+], predict the reaction product. The product is: [NH2:19][C:4]1[CH:5]=[C:6]2[C:11](=[C:2]([Br:1])[CH:3]=1)[N:10]=[CH:9][C:8]([C:12]#[N:13])=[C:7]2[NH:14][C:15]([CH3:18])([CH3:17])[CH3:16]. (4) Given the reactants [C:1]([C:5]1[CH:15]=[CH:14][C:8]([O:9][CH2:10][C:11]([OH:13])=O)=[CH:7][C:6]=1[F:16])([CH3:4])([CH3:3])[CH3:2].Cl.C(N=C=NCCCN(C)C)C.Cl.[NH2:30][CH2:31][C:32]1[CH:37]=[CH:36][C:35]([NH:38][S:39]([CH3:42])(=[O:41])=[O:40])=[C:34]([CH3:43])[CH:33]=1, predict the reaction product. The product is: [C:1]([C:5]1[CH:15]=[CH:14][C:8]([O:9][CH2:10][C:11]([NH:30][CH2:31][C:32]2[CH:37]=[CH:36][C:35]([NH:38][S:39]([CH3:42])(=[O:41])=[O:40])=[C:34]([CH3:43])[CH:33]=2)=[O:13])=[CH:7][C:6]=1[F:16])([CH3:2])([CH3:3])[CH3:4]. (5) Given the reactants [F:1][C:2]([F:15])([F:14])[C:3]([OH:13])([C:9]([F:12])([F:11])[F:10])[CH2:4][S:5]([O-:8])(=[O:7])=[O:6].[C:16]1([S+:22]([C:29]2[CH:34]=[CH:33][CH:32]=[CH:31][CH:30]=2)[C:23]2[CH:28]=[CH:27][CH:26]=[CH:25][CH:24]=2)[CH:21]=[CH:20][CH:19]=[CH:18][CH:17]=1.C(N(CC)CC)C.[C:42]12([C:52](Cl)=[O:53])[CH2:51][CH:46]3[CH2:47][CH:48]([CH2:50][CH:44]([CH2:45]3)[CH2:43]1)[CH2:49]2, predict the reaction product. The product is: [C:42]12([C:52]([O:13][C:3]([C:2]([F:1])([F:14])[F:15])([C:9]([F:12])([F:10])[F:11])[CH2:4][S:5]([O-:8])(=[O:7])=[O:6])=[O:53])[CH2:49][CH:48]3[CH2:47][CH:46]([CH2:45][CH:44]([CH2:50]3)[CH2:43]1)[CH2:51]2.[C:29]1([S+:22]([C:16]2[CH:17]=[CH:18][CH:19]=[CH:20][CH:21]=2)[C:23]2[CH:28]=[CH:27][CH:26]=[CH:25][CH:24]=2)[CH:30]=[CH:31][CH:32]=[CH:33][CH:34]=1. (6) Given the reactants [NH2:1][C@H:2]([C:5]([O:7][CH3:8])=[O:6])[CH2:3][OH:4].CCN(C(C)C)C(C)C.[S:18](Cl)([C:21]1[C:33]([CH3:34])=[C:32]2[C:26]([O:27][C:28]([CH2:31]2)([CH3:30])[CH3:29])=[C:24]([CH3:25])[C:22]=1[CH3:23])(=[O:20])=[O:19].C(O)(=O)CC(CC(O)=O)(C(O)=O)O, predict the reaction product. The product is: [NH:1]([S:18]([C:21]1[C:33]([CH3:34])=[C:32]2[C:26]([O:27][C:28]([CH2:31]2)([CH3:30])[CH3:29])=[C:24]([CH3:25])[C:22]=1[CH3:23])(=[O:19])=[O:20])[C@H:2]([C:5]([O:7][CH3:8])=[O:6])[CH2:3][OH:4]. (7) The product is: [CH2:2]([NH:96][C:9](=[O:13])[CH:10]=[CH2:11])[C:3]1[CH:4]=[CH:5][CH:6]=[CH:7][CH:8]=1. Given the reactants C=[CH:2][C:3]1[CH:8]=[CH:7][CH:6]=[CH:5][CH:4]=1.[C:9]([O:13]CC(CC)CCCC)(=O)[CH:10]=[CH2:11].C(OCCO)(=O)C=C.C(OCCCC)(=O)C(C)=C.C(OC(C)(C)C)(=O)C(C)=C.C(OCCOC(=O)C(C)=C)(=O)C(C)=C.SCCC(OCC(COC(=O)CCS)(COC(=O)CCS)COC(=O)CCS)=O.CC(CC)C#[N:96].C12BC(CCC1)CCC2, predict the reaction product. (8) Given the reactants C1([C@@H]([N:9]2[C@@H:14]([C:15]([O:17][CH2:18][CH3:19])=[O:16])[C@H:13]3[CH2:20][C@@H:10]2[CH:11]=[CH:12]3)C)C=CC=CC=1, predict the reaction product. The product is: [C@@H:10]12[CH2:20][C@@H:13]([CH2:12][CH2:11]1)[C@H:14]([C:15]([O:17][CH2:18][CH3:19])=[O:16])[NH:9]2.